From a dataset of Forward reaction prediction with 1.9M reactions from USPTO patents (1976-2016). Predict the product of the given reaction. (1) Given the reactants [H-].[Na+].Cl[C:4]1[N:9]=[C:8]([O:10][CH3:11])[C:7]([N+:12]([O-:14])=[O:13])=[C:6]([O:15][CH3:16])[N:5]=1.[C:17]([O:21][CH2:22][CH2:23][OH:24])([CH3:20])([CH3:19])[CH3:18].O, predict the reaction product. The product is: [C:17]([O:21][CH2:22][CH2:23][O:24][C:4]1[N:9]=[C:8]([O:10][CH3:11])[C:7]([N+:12]([O-:14])=[O:13])=[C:6]([O:15][CH3:16])[N:5]=1)([CH3:20])([CH3:19])[CH3:18]. (2) Given the reactants Br[CH:2]([CH3:20])[C:3]([O:5][C:6]([CH3:19])([CH2:8][CH2:9][CH2:10][CH2:11][CH2:12][CH2:13][CH2:14][CH2:15][CH2:16][CH2:17][CH3:18])[CH3:7])=[O:4].C(=O)(O)[O-].[Na+].[CH3:26][NH:27][CH3:28], predict the reaction product. The product is: [CH3:26][N:27]([CH3:28])[CH:2]([CH3:20])[C:3]([O:5][C:6]([CH3:19])([CH2:8][CH2:9][CH2:10][CH2:11][CH2:12][CH2:13][CH2:14][CH2:15][CH2:16][CH2:17][CH3:18])[CH3:7])=[O:4]. (3) Given the reactants [CH3:1][O:2][C:3]([C@@H:5]1[CH2:9][C@@H:8]([S:10]([C:13]2[CH:18]=[CH:17][CH:16]=[CH:15][C:14]=2[Cl:19])(=[O:12])=[O:11])[CH2:7][N:6]1[C:20](=S)[CH2:21][C:22](=O)[CH3:23])=[O:4].Cl.[CH:27]1([NH:31][NH2:32])[CH2:30][CH2:29][CH2:28]1, predict the reaction product. The product is: [CH3:1][O:2][C:3]([C@@H:5]1[CH2:9][C@@H:8]([S:10]([C:13]2[CH:18]=[CH:17][CH:16]=[CH:15][C:14]=2[Cl:19])(=[O:11])=[O:12])[CH2:7][N:6]1[C:20]1[N:31]([CH:27]2[CH2:30][CH2:29][CH2:28]2)[N:32]=[C:22]([CH3:23])[CH:21]=1)=[O:4]. (4) Given the reactants [Cl:1][C:2]1[CH:3]=[CH:4][C:5]2[NH:11][C:10](=S)[CH:9]([CH2:13][C:14]([O:16][CH2:17][CH3:18])=[O:15])[O:8][CH:7]([C:19]3[CH:24]=[CH:23][CH:22]=[C:21]([O:25][CH3:26])[C:20]=3[O:27][CH3:28])[C:6]=2[CH:29]=1.[NH:30]([C:32](=O)[CH2:33][CH2:34][CH2:35][NH:36][C:37](=[O:43])[O:38][C:39]([CH3:42])([CH3:41])[CH3:40])[NH2:31], predict the reaction product. The product is: [C:39]([O:38][C:37]([NH:36][CH2:35][CH2:34][CH2:33][C:32]1[N:11]2[C:5]3[CH:4]=[CH:3][C:2]([Cl:1])=[CH:29][C:6]=3[CH:7]([C:19]3[CH:24]=[CH:23][CH:22]=[C:21]([O:25][CH3:26])[C:20]=3[O:27][CH3:28])[O:8][CH:9]([CH2:13][C:14]([O:16][CH2:17][CH3:18])=[O:15])[C:10]2=[N:31][N:30]=1)=[O:43])([CH3:42])([CH3:40])[CH3:41]. (5) Given the reactants [CH2:1]([O:3][C:4](=[O:31])[CH:5]([N:12]1[CH2:17][CH2:16][N:15]([C:18]2[CH:23]=[CH:22][C:21]([C:24]3[O:28][N:27]=[C:26]([CH3:29])[N:25]=3)=[CH:20][C:19]=2[F:30])[CH2:14][CH2:13]1)[C:6]1[CH:11]=[CH:10][CH:9]=[CH:8][CH:7]=1)[CH3:2].[CH3:32][Si]([N-][Si](C)(C)C)(C)C.[Na+].CI.[Cl-].[NH4+], predict the reaction product. The product is: [CH2:1]([O:3][C:4](=[O:31])[C:5]([N:12]1[CH2:17][CH2:16][N:15]([C:18]2[CH:23]=[CH:22][C:21]([C:24]3[O:28][N:27]=[C:26]([CH3:29])[N:25]=3)=[CH:20][C:19]=2[F:30])[CH2:14][CH2:13]1)([C:6]1[CH:11]=[CH:10][CH:9]=[CH:8][CH:7]=1)[CH3:32])[CH3:2]. (6) Given the reactants [NH2:1][CH:2]1[CH2:7][CH2:6][N:5]([CH2:8][CH2:9][N:10]2[C:15]3[N:16]=[C:17]([NH:20][CH3:21])[N:18]=[CH:19][C:14]=3[CH:13]=[C:12]([C:22]3[CH:27]=[C:26]([O:28][CH3:29])[CH:25]=[C:24]([O:30][CH3:31])[C:23]=3[Cl:32])[C:11]2=[O:33])[CH2:4][CH2:3]1.[C:34](Cl)(=[O:37])[CH:35]=[CH2:36].O, predict the reaction product. The product is: [Cl:32][C:23]1[C:24]([O:30][CH3:31])=[CH:25][C:26]([O:28][CH3:29])=[CH:27][C:22]=1[C:12]1[C:11](=[O:33])[N:10]([CH2:9][CH2:8][N:5]2[CH2:4][CH2:3][CH:2]([NH:1][C:34](=[O:37])[CH:35]=[CH2:36])[CH2:7][CH2:6]2)[C:15]2[N:16]=[C:17]([NH:20][CH3:21])[N:18]=[CH:19][C:14]=2[CH:13]=1. (7) Given the reactants Cl.[C:2]1([N:8]2[CH:12]=[C:11]([C:13]([NH:15][CH2:16][CH2:17][NH:18][C:19]([CH:21]3[CH2:26][CH2:25][NH:24][CH2:23][CH2:22]3)=[O:20])=[O:14])[C:10]([C:27]([F:30])([F:29])[F:28])=[N:9]2)[CH:7]=[CH:6][CH:5]=[CH:4][CH:3]=1.C(N(CC)CC)C.Cl[C:39]([O:41][CH2:42][CH3:43])=[O:40], predict the reaction product. The product is: [C:2]1([N:8]2[CH:12]=[C:11]([C:13]([NH:15][CH2:16][CH2:17][NH:18][C:19]([CH:21]3[CH2:26][CH2:25][N:24]([C:39]([O:41][CH2:42][CH3:43])=[O:40])[CH2:23][CH2:22]3)=[O:20])=[O:14])[C:10]([C:27]([F:29])([F:30])[F:28])=[N:9]2)[CH:3]=[CH:4][CH:5]=[CH:6][CH:7]=1.